This data is from Forward reaction prediction with 1.9M reactions from USPTO patents (1976-2016). The task is: Predict the product of the given reaction. Given the reactants [CH3:1][C@@H:2]1[CH2:7][N:6]([C@@H:8]([C:15]2[CH:20]=[CH:19][C:18](Br)=[CH:17][CH:16]=2)[C:9]2[CH:14]=[CH:13][CH:12]=[CH:11][CH:10]=2)[CH2:5][CH2:4][N:3]1[CH2:22][C:23]([O-:25])=[O:24].C1(B(O)O)C=CC=CC=1.[CH3:35][C:36]1[CH:41]=[CH:40][CH:39]=[CH:38][C:37]=1B(O)O.[CH3:45][C:46]1[CH:47]=[C:48](B(O)O)[CH:49]=[CH:50][CH:51]=1.[CH3:55][C:56]1[CH:61]=[CH:60][C:59](B(O)O)=[CH:58][CH:57]=1, predict the reaction product. The product is: [C:46]([O:25][C:23](=[O:24])[CH2:22][N:3]1[CH2:4][CH2:5][N:6]([C@@H:8]([C:15]2[CH:16]=[CH:17][C:18]([C:37]3[CH:38]=[CH:39][CH:40]=[CH:41][C:36]=3[CH3:35])=[CH:19][CH:20]=2)[C:9]2[CH:10]=[CH:11][CH:12]=[CH:13][CH:14]=2)[CH2:7][C@H:2]1[CH3:1])([CH3:47])([CH3:51])[CH3:45].[C:56]([O:25][C:23](=[O:24])[CH2:22][N:3]1[CH2:4][CH2:5][N:6]([C@@H:8]([C:15]2[CH:20]=[CH:19][C:18]([C:50]3[CH:49]=[CH:48][CH:47]=[C:46]([CH3:45])[CH:51]=3)=[CH:17][CH:16]=2)[C:9]2[CH:14]=[CH:13][CH:12]=[CH:11][CH:10]=2)[CH2:7][C@H:2]1[CH3:1])([CH3:61])([CH3:57])[CH3:55].[C:36]([O:25][C:23](=[O:24])[CH2:22][N:3]1[CH2:4][CH2:5][N:6]([C@@H:8]([C:15]2[CH:20]=[CH:19][C:18]([C:59]3[CH:60]=[CH:61][C:56]([CH3:55])=[CH:57][CH:58]=3)=[CH:17][CH:16]=2)[C:9]2[CH:14]=[CH:13][CH:12]=[CH:11][CH:10]=2)[CH2:7][C@H:2]1[CH3:1])([CH3:41])([CH3:37])[CH3:35].